From a dataset of Peptide-MHC class I binding affinity with 185,985 pairs from IEDB/IMGT. Regression. Given a peptide amino acid sequence and an MHC pseudo amino acid sequence, predict their binding affinity value. This is MHC class I binding data. (1) The peptide sequence is FLRKRRRFF. The MHC is HLA-B08:03 with pseudo-sequence HLA-B08:03. The binding affinity (normalized) is 0.409. (2) The peptide sequence is WAPEGDIRL. The MHC is HLA-A69:01 with pseudo-sequence HLA-A69:01. The binding affinity (normalized) is 0.0847. (3) The peptide sequence is ISSCNGVIW. The MHC is Mamu-B17 with pseudo-sequence Mamu-B17. The binding affinity (normalized) is 0.423. (4) The peptide sequence is KLVGINMSK. The MHC is HLA-A68:01 with pseudo-sequence HLA-A68:01. The binding affinity (normalized) is 0.103. (5) The peptide sequence is FLPLLPIFF. The MHC is Patr-A0701 with pseudo-sequence Patr-A0701. The binding affinity (normalized) is 0.149. (6) The peptide sequence is SMTIREFPR. The MHC is HLA-A33:01 with pseudo-sequence HLA-A33:01. The binding affinity (normalized) is 0.939. (7) The peptide sequence is ELYPTVNTY. The MHC is HLA-A23:01 with pseudo-sequence HLA-A23:01. The binding affinity (normalized) is 0.0847.